Dataset: Catalyst prediction with 721,799 reactions and 888 catalyst types from USPTO. Task: Predict which catalyst facilitates the given reaction. Reactant: [CH2:1]([NH:5][C:6]1[C:11]([N+:12]([O-:14])=[O:13])=[CH:10][CH:9]=[C:8]([C:15]2[C:16]([C:20]3[CH:25]=[CH:24][C:23]([F:26])=[CH:22][CH:21]=3)=[N:17][NH:18][CH:19]=2)[N:7]=1)[CH:2]([CH3:4])[CH3:3].[H-].[Na+].Cl.[O:30]1[CH2:35][CH2:34][N:33]([CH2:36][CH2:37]Cl)[CH2:32][CH2:31]1. Product: [CH2:1]([NH:5][C:6]1[C:11]([N+:12]([O-:14])=[O:13])=[CH:10][CH:9]=[C:8]([C:15]2[C:16]([C:20]3[CH:21]=[CH:22][C:23]([F:26])=[CH:24][CH:25]=3)=[N:17][NH:18][C:19]=2[CH:36]([N:33]2[CH2:34][CH2:35][O:30][CH2:31][CH2:32]2)[CH3:37])[N:7]=1)[CH:2]([CH3:4])[CH3:3]. The catalyst class is: 3.